Dataset: Reaction yield outcomes from USPTO patents with 853,638 reactions. Task: Predict the reaction yield, written as a fraction of the theoretical maximum amount of product (1.0 means a 100% yield; for example, 0.34 means a 34% yield). (1) The reactants are C([O:8][C:9]1[C:18]([O:19][CH:20]([CH3:22])[CH3:21])=[CH:17][C:12]([C:13]([O:15][CH3:16])=[O:14])=[CH:11][C:10]=1[Cl:23])C1C=CC=CC=1. The product is [Cl:23][C:10]1[CH:11]=[C:12]([CH:17]=[C:18]([O:19][CH:20]([CH3:22])[CH3:21])[C:9]=1[OH:8])[C:13]([O:15][CH3:16])=[O:14]. The yield is 0.890. The catalyst is CO.C(Cl)Cl.CC(O)=O.[Pd]. (2) The reactants are [Cl:1][C:2]1[C:3]([F:12])=[C:4]([C:8]([F:11])=[CH:9][CH:10]=1)C(O)=O.C(O[C:16](Cl)=[O:17])C.[N-:19]=[N+]=[N-].[Na+].[CH3:23][C:24]([OH:27])([CH3:26])[CH3:25]. The catalyst is C1COCC1.O.C1(C)C=CC=CC=1. The product is [Cl:1][C:2]1[C:3]([F:12])=[C:4]([NH:19][C:16](=[O:17])[O:27][C:24]([CH3:26])([CH3:25])[CH3:23])[C:8]([F:11])=[CH:9][CH:10]=1. The yield is 0.430.